Dataset: Human liver microsome stability data. Task: Regression/Classification. Given a drug SMILES string, predict its absorption, distribution, metabolism, or excretion properties. Task type varies by dataset: regression for continuous measurements (e.g., permeability, clearance, half-life) or binary classification for categorical outcomes (e.g., BBB penetration, CYP inhibition). Dataset: hlm. (1) The compound is CCOc1cccc2c1S(=O)(=O)NC2=C1C(=O)[C@H](C(C)(C)C)N(CCC(C)(C)C)C1=O. The result is 0 (unstable in human liver microsomes). (2) The drug is Nc1nccc(-c2ccc3[nH]c(C4COc5ccc(C(=O)NC6CC6)cc5C4)nc3c2)n1. The result is 0 (unstable in human liver microsomes). (3) The drug is CC(C)(C)CCn1nc(CC(C)(C)C)c(O)c(C2=NS(=O)(=O)c3cc(NS(C)(=O)=O)ccc3N2)c1=O. The result is 1 (stable in human liver microsomes). (4) The drug is O=C(Nc1ccc(F)cc1F)N1CCC(N(CCc2ccc(Cl)cc2)C(=O)c2csc3ccccc23)CC1. The result is 1 (stable in human liver microsomes). (5) The molecule is CC(=O)c1cc(C(=O)N2CC(O)C2)c(Nc2ccc(I)cc2F)n1C. The result is 1 (stable in human liver microsomes). (6) The molecule is COc1cc(NC(=O)C2(NC(=O)c3ccc4c(C5CCCC5)c(-c5ccccn5)n(C)c4c3)CCC2)ccc1C=CC(=O)O. The result is 0 (unstable in human liver microsomes). (7) The compound is O=C(NNS(=O)(=O)c1ccccc1F)c1cccc(-n2cccn2)c1. The result is 0 (unstable in human liver microsomes).